From a dataset of Full USPTO retrosynthesis dataset with 1.9M reactions from patents (1976-2016). Predict the reactants needed to synthesize the given product. (1) Given the product [C:14]([NH:13][C@H:10]1[CH2:9][C@@H:8]([C:18]([O:20][CH3:21])=[O:19])[C@@H:7]([N:4]2[CH2:5][CH2:6][C@H:2]([NH:1][C:28](=[O:29])[C:27]3[CH:31]=[CH:32][CH:33]=[C:25]([C:24]([F:23])([F:34])[F:35])[CH:26]=3)[C:3]2=[O:22])[CH2:12][CH2:11]1)([CH3:17])([CH3:16])[CH3:15], predict the reactants needed to synthesize it. The reactants are: [NH2:1][C@H:2]1[CH2:6][CH2:5][N:4]([C@H:7]2[CH2:12][CH2:11][C@@H:10]([NH:13][C:14]([CH3:17])([CH3:16])[CH3:15])[CH2:9][C@H:8]2[C:18]([O:20][CH3:21])=[O:19])[C:3]1=[O:22].[F:23][C:24]([F:35])([F:34])[C:25]1[CH:26]=[C:27]([CH:31]=[CH:32][CH:33]=1)[C:28](O)=[O:29].CCN=C=NCCCN(C)C.C1C=CC2N(O)N=NC=2C=1.CCN(CC)CC. (2) Given the product [NH2:1][C:2]([C:4]1[CH:5]=[N:6][C:7]2[C:12]([C:13]=1[NH:14][C:15]1[CH:16]=[C:17]([CH:23]=[CH:24][CH:25]=1)[C:18]([O:20][CH2:21][CH3:22])=[O:19])=[CH:11][CH:10]=[C:9]([C:33]1[CH:32]=[C:31]([C:44]([F:46])([F:47])[F:45])[N:30]=[C:29]([O:28][CH3:27])[CH:34]=1)[CH:8]=2)=[O:3], predict the reactants needed to synthesize it. The reactants are: [NH2:1][C:2]([C:4]1[CH:5]=[N:6][C:7]2[C:12]([C:13]=1[NH:14][C:15]1[CH:16]=[C:17]([CH:23]=[CH:24][CH:25]=1)[C:18]([O:20][CH2:21][CH3:22])=[O:19])=[CH:11][CH:10]=[C:9](Br)[CH:8]=2)=[O:3].[CH3:27][O:28][C:29]1[CH:34]=[C:33](B2OC(C)(C)C(C)(C)O2)[CH:32]=[C:31]([C:44]([F:47])([F:46])[F:45])[N:30]=1. (3) The reactants are: [NH2:1][C:2]([CH3:8])([CH2:6][OH:7])[C:3]([OH:5])=[O:4].S(Cl)([Cl:11])=O.[CH3:13]O. Given the product [ClH:11].[NH2:1][C:2]([CH3:8])([CH2:6][OH:7])[C:3]([O:5][CH3:13])=[O:4], predict the reactants needed to synthesize it. (4) Given the product [OH:16][CH2:15][CH2:14][N:13]1[C:8]([C:6]([C:5]2[CH:4]=[C:3]([CH:36]=[C:35]([CH3:37])[CH:34]=2)[C:1]#[N:2])=[O:7])=[C:9]([CH:31]([CH3:33])[CH3:32])[C:10](=[O:30])[N:11]([CH2:21][C:22]2[CH:27]=[CH:26][C:25]([O:28][CH3:29])=[CH:24][CH:23]=2)[C:12]1=[O:20], predict the reactants needed to synthesize it. The reactants are: [C:1]([C:3]1[CH:4]=[C:5]([CH:34]=[C:35]([CH3:37])[CH:36]=1)[C:6]([C:8]1[N:13]([CH2:14][CH2:15][O:16]C(=O)C)[C:12](=[O:20])[N:11]([CH2:21][C:22]2[CH:27]=[CH:26][C:25]([O:28][CH3:29])=[CH:24][CH:23]=2)[C:10](=[O:30])[C:9]=1[CH:31]([CH3:33])[CH3:32])=[O:7])#[N:2].C(=O)([O-])[O-].[K+].[K+]. (5) Given the product [C:14]([C:7]12[CH2:9][CH:3]3[CH2:4][CH:5]([CH2:10][CH:1]([C:2]3=[O:11])[CH2:8]1)[CH2:6]2)(=[O:16])[CH3:13], predict the reactants needed to synthesize it. The reactants are: [CH:1]12[CH2:10][CH:5]3[CH2:6][CH:7]([CH2:9][CH:3]([CH2:4]3)[C:2]1=[O:11])[CH2:8]2.C[C:13](=O)[C:14](=[O:16])C.O=O. (6) Given the product [C:41]([O:1][CH2:2][C:3]1[CH:8]=[CH:7][C:6]([C:9]([O:11][C@H:12]2[C@H:32]([O:33][CH3:34])[C@@H:31]([C:35]([O:37][CH3:38])=[O:36])[C@@H:30]3[C@@H:14]([CH2:15][N:16]4[C@H:28]([CH2:29]3)[C:27]3[NH:26][C:25]5[C:20](=[CH:21][CH:22]=[C:23]([O:39][CH3:40])[CH:24]=5)[C:19]=3[CH2:18][CH2:17]4)[CH2:13]2)=[O:10])=[CH:5][CH:4]=1)(=[O:43])[CH3:42], predict the reactants needed to synthesize it. The reactants are: [OH:1][CH2:2][C:3]1[CH:8]=[CH:7][C:6]([C:9]([O:11][C@H:12]2[C@H:32]([O:33][CH3:34])[C@@H:31]([C:35]([O:37][CH3:38])=[O:36])[C@@H:30]3[C@@H:14]([CH2:15][N:16]4[C@H:28]([CH2:29]3)[C:27]3[NH:26][C:25]5[C:20](=[CH:21][CH:22]=[C:23]([O:39][CH3:40])[CH:24]=5)[C:19]=3[CH2:18][CH2:17]4)[CH2:13]2)=[O:10])=[CH:5][CH:4]=1.[C:41](OC(=O)C)(=[O:43])[CH3:42]. (7) Given the product [CH3:27][C:2]1([CH3:1])[C:10]2[CH:9]=[N:8][C:7]([S:30]([CH3:34])(=[O:32])=[O:29])=[N:6][C:5]=2[CH:4]([C:13]([O:15][CH3:16])=[O:14])[N:3]1[C:17]([O:19][CH2:20][C:21]1[CH:26]=[CH:25][CH:24]=[CH:23][CH:22]=1)=[O:18], predict the reactants needed to synthesize it. The reactants are: [CH3:1][C:2]1([CH3:27])[C:10]2[CH:9]=[N:8][C:7](SC)=[N:6][C:5]=2[CH:4]([C:13]([O:15][CH3:16])=[O:14])[N:3]1[C:17]([O:19][CH2:20][C:21]1[CH:26]=[CH:25][CH:24]=[CH:23][CH:22]=1)=[O:18].O[O:29][S:30]([O-:32])=O.[K+].[CH3:34]N(C=O)C. (8) The reactants are: [NH2:1][CH2:2][CH2:3][CH2:4][C:5]([NH:7]C1C=C2C(=CC=1)N=CN=C2NC1C=CC(OCC2C=CC=C(F)C=2)=C(Cl)C=1)=[O:6].C(OC(=O)NCCCC([C:47]1[CH:48]=[C:49]2[C:54](=[CH:55][CH:56]=1)[N:53]=[CH:52][N:51]=[C:50]2[NH:57][C:58]1[CH:63]=[CH:62][C:61]([O:64][C:65]2[CH:66]=[N:67][C:68]([CH3:71])=[CH:69][CH:70]=2)=[C:60]([CH3:72])[CH:59]=1)=O)(C)(C)C. Given the product [NH2:1][CH2:2][CH2:3][CH2:4][C:5]([NH:7][C:47]1[CH:48]=[C:49]2[C:54](=[CH:55][CH:56]=1)[N:53]=[CH:52][N:51]=[C:50]2[NH:57][C:58]1[CH:63]=[CH:62][C:61]([O:64][C:65]2[CH:66]=[N:67][C:68]([CH3:71])=[CH:69][CH:70]=2)=[C:60]([CH3:72])[CH:59]=1)=[O:6], predict the reactants needed to synthesize it. (9) Given the product [C:1]([C:3]1[C:4]([O:18][CH3:19])=[C:5]([CH:9]=[CH:10][CH:11]=1)[C:6]([O:8][CH3:20])=[O:7])#[N:2], predict the reactants needed to synthesize it. The reactants are: [C:1]([C:3]1[C:4](O)=[C:5]([CH:9]=[CH:10][CH:11]=1)[C:6]([OH:8])=[O:7])#[N:2].COS([O:18][CH3:19])(=O)=O.[C:20](=O)([O-])[O-].[K+].[K+].CC(C)=O.